The task is: Predict which catalyst facilitates the given reaction.. This data is from Catalyst prediction with 721,799 reactions and 888 catalyst types from USPTO. (1) Reactant: [N:1]1[CH:6]=[CH:5][CH:4]=[C:3]2[CH2:7][CH2:8][CH2:9][CH2:10][C:11](=[O:12])[C:2]=12.O.C1(C)C=CC(S(O)(=O)=O)=CC=1.N1CCCC1.[C:30]([O:34][CH2:35][CH3:36])(=[O:33])[CH:31]=[CH2:32]. Product: [O:12]=[C:11]1[C:2]2=[N:1][CH:6]=[CH:5][CH:4]=[C:3]2[CH2:7][CH2:8][CH2:9][CH:10]1[CH2:32][CH2:31][C:30]([O:34][CH2:35][CH3:36])=[O:33]. The catalyst class is: 638. (2) Reactant: [CH:1]1([CH:6]=[C:7]([C:18]2[NH:34][C:21]3=[N:22][CH:23]=[C:24]([CH2:26][CH:27]4[CH2:31][O:30][C:29]([CH3:33])([CH3:32])[O:28]4)[CH:25]=[C:20]3[CH:19]=2)[C:8]2[CH:13]=[CH:12][C:11]([S:14]([CH3:17])(=[O:16])=[O:15])=[CH:10][CH:9]=2)[CH2:5][CH2:4][CH2:3][CH2:2]1.[H][H]. Product: [CH:1]1([CH2:6][CH:7]([C:18]2[NH:34][C:21]3=[N:22][CH:23]=[C:24]([CH2:26][CH:27]4[CH2:31][O:30][C:29]([CH3:32])([CH3:33])[O:28]4)[CH:25]=[C:20]3[CH:19]=2)[C:8]2[CH:13]=[CH:12][C:11]([S:14]([CH3:17])(=[O:16])=[O:15])=[CH:10][CH:9]=2)[CH2:5][CH2:4][CH2:3][CH2:2]1. The catalyst class is: 43. (3) Reactant: [Cl:1][C:2]1[CH:3]=[C:4]([CH3:33])[C:5]([CH2:8][N:9]([CH2:16][C:17]2[C:22]([C:23]([C:26]3[CH:31]=[CH:30][C:29]([F:32])=[CH:28][CH:27]=3)([CH3:25])[CH3:24])=[CH:21][CH:20]=[CH:19][N:18]=2)[CH:10]2[CH2:15][CH2:14][NH:13][CH2:12][CH2:11]2)=[N:6][CH:7]=1.[O:34]([C:41]([NH:43][OH:44])=O)C1C=CC=CC=1. Product: [OH:44][NH:43][C:41]([N:13]1[CH2:14][CH2:15][CH:10]([N:9]([CH2:8][C:5]2[C:4]([CH3:33])=[CH:3][C:2]([Cl:1])=[CH:7][N:6]=2)[CH2:16][C:17]2[C:22]([C:23]([C:26]3[CH:31]=[CH:30][C:29]([F:32])=[CH:28][CH:27]=3)([CH3:25])[CH3:24])=[CH:21][CH:20]=[CH:19][N:18]=2)[CH2:11][CH2:12]1)=[O:34]. The catalyst class is: 1. (4) Reactant: [CH:1]1([NH:6][C:7](=[O:26])[NH:8][CH:9]([C:11]2[S:15][C:14]([C:16]([NH:18][O:19]C3CCCCO3)=[O:17])=[CH:13][CH:12]=2)[CH3:10])[CH2:5][CH2:4][CH2:3][CH2:2]1.Cl. Product: [CH:1]1([NH:6][C:7](=[O:26])[NH:8][CH:9]([C:11]2[S:15][C:14]([C:16]([NH:18][OH:19])=[O:17])=[CH:13][CH:12]=2)[CH3:10])[CH2:5][CH2:4][CH2:3][CH2:2]1. The catalyst class is: 523. (5) Reactant: [Cl:1][C:2]1[CH:24]=[CH:23][C:22]([Cl:25])=[CH:21][C:3]=1[CH2:4][N:5]1[C:9]([C:10]([O:12][CH2:13][CH3:14])=[O:11])=[CH:8][N:7]=[C:6]1[C:15]1[CH:16]=[N:17][CH:18]=[CH:19][CH:20]=1.[Br:26]N1C(=O)CCC1=O.O. Product: [Br:26][C:19]1[CH:20]=[C:15]([C:6]2[N:5]([CH2:4][C:3]3[CH:21]=[C:22]([Cl:25])[CH:23]=[CH:24][C:2]=3[Cl:1])[C:9]([C:10]([O:12][CH2:13][CH3:14])=[O:11])=[CH:8][N:7]=2)[CH:16]=[N:17][CH:18]=1. The catalyst class is: 3.